From a dataset of Reaction yield outcomes from USPTO patents with 853,638 reactions. Predict the reaction yield, written as a fraction of the theoretical maximum amount of product (1.0 means a 100% yield; for example, 0.34 means a 34% yield). (1) No catalyst specified. The product is [CH3:16][O:15][C:12]1[CH:13]=[CH:14][C:9]2[N:8]([C:5]3[CH:4]=[CH:3][C:2]([NH:1][CH:18]=[O:21])=[CH:7][CH:6]=3)[CH:23]=[N:17][C:10]=2[CH:11]=1. The reactants are [NH2:1][C:2]1[CH:7]=[CH:6][C:5]([NH:8][C:9]2[C:10]([NH2:17])=[CH:11][C:12]([O:15][CH3:16])=[CH:13][CH:14]=2)=[CH:4][CH:3]=1.[C:18](=[O:21])(O)[O-].[Na+].[CH:23](O)=O. The yield is 0.480. (2) The reactants are Br[CH2:2][C:3](=O)[C:4]([CH3:25])([CH3:24])[CH2:5][O:6][Si:7]([C:20]([CH3:23])([CH3:22])[CH3:21])([C:14]1[CH:19]=[CH:18][CH:17]=[CH:16][CH:15]=1)[C:8]1[CH:13]=[CH:12][CH:11]=[CH:10][CH:9]=1.[NH2:27][C:28]([NH2:30])=[S:29].O. The catalyst is C(#N)C. The product is [C:20]([Si:7]([C:14]1[CH:19]=[CH:18][CH:17]=[CH:16][CH:15]=1)([C:8]1[CH:13]=[CH:12][CH:11]=[CH:10][CH:9]=1)[O:6][CH2:5][C:4]([C:3]1[N:27]=[C:28]([NH2:30])[S:29][CH:2]=1)([CH3:25])[CH3:24])([CH3:23])([CH3:22])[CH3:21]. The yield is 0.0400. (3) The reactants are [S:1](=[O:37])(=[O:36])([O:3][CH2:4][C@@H:5]1[C@@H:12]2[C@@H:8]([O:9]C(C)(C)[O:11]2)[C@H:7]([N:15]2[CH:23]=[N:22][C:21]3[C:16]2=[N:17][CH:18]=[N:19][C:20]=3[C:24]#[C:25][C:26]2[CH:31]=[CH:30][CH:29]=[CH:28][C:27]=2[C:32]([F:35])([F:34])[F:33])[O:6]1)[NH2:2]. The catalyst is C(O)(C(F)(F)F)=O.O. The product is [S:1](=[O:36])(=[O:37])([O:3][CH2:4][C@@H:5]1[C@@H:12]([OH:11])[C@@H:8]([OH:9])[C@H:7]([N:15]2[CH:23]=[N:22][C:21]3[C:16]2=[N:17][CH:18]=[N:19][C:20]=3[C:24]#[C:25][C:26]2[CH:31]=[CH:30][CH:29]=[CH:28][C:27]=2[C:32]([F:35])([F:34])[F:33])[O:6]1)[NH2:2]. The yield is 0.520. (4) The reactants are Cl.[Cl:2][C:3]1[CH:8]=[CH:7][N:6]=[C:5]([C:9]([O:11]C)=O)[CH:4]=1.[CH3:13][NH2:14]. The catalyst is CO.C1COCC1. The product is [Cl:2][C:3]1[CH:8]=[CH:7][N:6]=[C:5]([C:9]([NH:14][CH3:13])=[O:11])[CH:4]=1. The yield is 0.970. (5) The reactants are [CH:1]([C:3]1[CH:4]=[CH:5][C:6]2[C:15]3[CH:14]=[C:13]4[CH2:16][CH2:17][CH2:18][C:19](=[O:20])[C:12]4=[CH:11][C:10]=3[O:9][CH2:8][C:7]=2[CH:21]=1)=[CH2:2].C1C(=O)N([Br:29])C(=O)C1.[OH2:30]. The catalyst is C1COCC1.CS(C)=O.CCOC(C)=O.O=[Mn]=O. The product is [Br:29][CH2:2][C:1]([C:3]1[CH:4]=[CH:5][C:6]2[C:15]3[CH:14]=[C:13]4[CH2:16][CH2:17][CH2:18][C:19](=[O:20])[C:12]4=[CH:11][C:10]=3[O:9][CH2:8][C:7]=2[CH:21]=1)=[O:30]. The yield is 0.560. (6) The reactants are [Cl:1][C:2]1[CH:3]=[C:4]([CH2:10][CH2:11][C:12]2([CH:20]3[CH2:24][CH2:23][CH2:22][CH2:21]3)[O:17][C:16](=[O:18])[CH2:15][C:14](=[O:19])[CH2:13]2)[CH:5]=[CH:6][C:7]=1[O:8][CH3:9].P([O-])(O)(O)=O.[Na+].C(NC1C=CC(S([N:44]=[N+:45]=[N-])(=O)=O)=CC=1)(=O)C. The catalyst is CN(C=O)C. The product is [Cl:1][C:2]1[CH:3]=[C:4]([CH2:10][CH2:11][C:12]2([CH:20]3[CH2:24][CH2:23][CH2:22][CH2:21]3)[O:17][C:16](=[O:18])[C:15](=[N+:44]=[N-:45])[C:14](=[O:19])[CH2:13]2)[CH:5]=[CH:6][C:7]=1[O:8][CH3:9]. The yield is 1.00. (7) The reactants are [NH2:1][C:2]1[C:7]([C:8]([NH2:10])=O)=[CH:6][CH:5]=[CH:4][N:3]=1.B.[CH2:12]1[CH2:16]OC[CH2:13]1.CO. The catalyst is C1COCC1. The product is [CH:13]1([NH:10][CH2:8][C:7]2[C:2]([NH2:1])=[N:3][CH:4]=[CH:5][CH:6]=2)[CH2:12][CH2:16]1. The yield is 0.500. (8) The reactants are [Br:1][C:2]1[CH:7]=[C:6](N)[CH:5]=[CH:4][C:3]=1[CH3:9].N([O-])=[O:11].[Na+]. The catalyst is S(=O)(=O)(O)O.O. The product is [Br:1][C:2]1[CH:7]=[C:6]([OH:11])[CH:5]=[CH:4][C:3]=1[CH3:9]. The yield is 0.480. (9) The reactants are CS(O[CH2:6][CH2:7][N:8]1[C:12](=[O:13])[C:11]2[CH:14]=[C:15]([C:17]3[CH:22]=[CH:21][N:20]=[C:19]([NH:23][C:24]4[N:25]([CH3:29])[N:26]=[CH:27][CH:28]=4)[N:18]=3)[S:16][C:10]=2[C:9]1([CH3:31])[CH3:30])(=O)=O.[NH:32]1[CH2:37][CH2:36][S:35][CH2:34][CH2:33]1.C(N(CC)CC)C. The product is [CH3:30][C:9]1([CH3:31])[C:10]2[S:16][C:15]([C:17]3[CH:22]=[CH:21][N:20]=[C:19]([NH:23][C:24]4[N:25]([CH3:29])[N:26]=[CH:27][CH:28]=4)[N:18]=3)=[CH:14][C:11]=2[C:12](=[O:13])[N:8]1[CH2:7][CH2:6][N:32]1[CH2:37][CH2:36][S:35][CH2:34][CH2:33]1. The catalyst is C(#N)C. The yield is 0.640. (10) The reactants are [NH2:1][C:2]1[CH:3]=[C:4]2[C:9](=[CH:10][CH:11]=1)[CH2:8][N:7]([C:12]([O:14][C:15]([CH3:18])([CH3:17])[CH3:16])=[O:13])[CH2:6][CH2:5]2.Cl[C:20]1[S:21][C:22]2[CH:28]=[CH:27][CH:26]=[CH:25][C:23]=2[N:24]=1.C(=O)([O-])[O-].[Cs+].[Cs+].CC1(C)C2C(=C(P(C3C=CC=CC=3)C3C=CC=CC=3)C=CC=2)OC2C(P(C3C=CC=CC=3)C3C=CC=CC=3)=CC=CC1=2. The catalyst is C([O-])(=O)C.[Pd+2].C([O-])(=O)C.C1(C)C=CC=CC=1. The product is [C:15]([O:14][C:12]([N:7]1[CH2:6][CH2:5][C:4]2[C:9](=[CH:10][CH:11]=[C:2]([NH:1][C:20]3[S:21][C:22]4[CH:28]=[CH:27][CH:26]=[CH:25][C:23]=4[N:24]=3)[CH:3]=2)[CH2:8]1)=[O:13])([CH3:18])([CH3:17])[CH3:16]. The yield is 1.00.